From a dataset of Reaction yield outcomes from USPTO patents with 853,638 reactions. Predict the reaction yield, written as a fraction of the theoretical maximum amount of product (1.0 means a 100% yield; for example, 0.34 means a 34% yield). (1) The reactants are [CH:1]1([CH2:7][C:8]([OH:10])=O)[CH2:6][CH2:5][CH2:4][CH2:3][CH2:2]1.F[P-](F)(F)(F)(F)F.N1([O:27][P+](N(C)C)(N(C)C)N(C)C)C2C=CC=CC=2N=N1.CC([Si](C)(C)[O:43][C@H:44]([C@@H:55]([CH3:76])[CH2:56]/[C:57](/[CH3:75])=[CH:58]\[C@H:59]([CH3:74])[C@@H:60]([O:66][Si](C(C)(C)C)(C)C)[C@@H:61]([CH3:65])[CH2:62][NH:63][CH3:64])[C@H:45]([CH3:54])[C@@H:46](O)[C@@H:47]([CH3:52])/[CH:48]=[CH:49]\[CH:50]=[CH2:51])(C)C.[CH3:79][CH2:80][N:81](C(C)C)C(C)C. The product is [NH2:81][C:80](=[O:27])[CH2:79][C@@H:46]([C@@H:47]([CH3:52])/[CH:48]=[CH:49]\[CH:50]=[CH2:51])[C@H:45]([CH3:54])[C@H:44]([OH:43])[C@@H:55]([CH3:76])[CH2:56]/[C:57](/[CH3:75])=[CH:58]\[CH:59]([CH3:74])[CH:60]([OH:66])[CH:61]([CH3:65])[CH2:62][N:63]([CH3:64])[C:8](=[O:10])[CH2:7][CH:1]1[CH2:2][CH2:3][CH2:4][CH2:5][CH2:6]1. The yield is 0.650. The catalyst is CN(C=O)C. (2) The reactants are C1C=CC2N(O)N=NC=2C=1.CCN=C=NCCCN(C)C.Cl.[C:23]1([C:30]2[CH:35]=[CH:34][CH:33]=[CH:32][CH:31]=2)[CH:28]=[CH:27][C:26]([NH2:29])=[CH:25][CH:24]=1.[CH3:36][O:37][C:38]([C:40]1([C:43](O)=[O:44])[CH2:42][CH2:41]1)=[O:39]. The catalyst is CN(C1C=CN=CC=1)C.CN(C=O)C.O. The product is [CH3:36][O:37][C:38]([C:40]1([C:43](=[O:44])[NH:29][C:26]2[CH:25]=[CH:24][C:23]([C:30]3[CH:35]=[CH:34][CH:33]=[CH:32][CH:31]=3)=[CH:28][CH:27]=2)[CH2:42][CH2:41]1)=[O:39]. The yield is 0.790. (3) The reactants are Cl.[NH2:2][CH:3]1[CH2:8][CH2:7][CH2:6][NH:5][C:4]1=[O:9].C([O-])([O-])=O.[K+].[K+].O.[C:17](Cl)(=[O:24])[C:18]1[CH:23]=[CH:22][CH:21]=[CH:20][CH:19]=1. The catalyst is C(Cl)Cl. The product is [C:17]([NH:2][CH:3]1[CH2:8][CH2:7][CH2:6][NH:5][C:4]1=[O:9])(=[O:24])[C:18]1[CH:23]=[CH:22][CH:21]=[CH:20][CH:19]=1. The yield is 0.740.